From a dataset of Reaction yield outcomes from USPTO patents with 853,638 reactions. Predict the reaction yield, written as a fraction of the theoretical maximum amount of product (1.0 means a 100% yield; for example, 0.34 means a 34% yield). (1) The reactants are [CH:1]1([C:4]([NH:6][C:7]2[N:8]=[C:9]3[CH:14]=[CH:13][C:12]([O:15][C:16]4[CH:21]=[CH:20][C:19]([NH:22][C:23]([C:25]5[C:26](=[O:39])[N:27]([C:32]6[CH:37]=[CH:36][C:35]([F:38])=[CH:34][CH:33]=6)[C:28]([CH3:31])=[CH:29][CH:30]=5)=[O:24])=[C:18]([F:40])[CH:17]=4)=[CH:11][N:10]3[CH:41]=2)=[O:5])[CH2:3][CH2:2]1.O.[C:43]1([CH3:53])[CH:48]=[CH:47][C:46]([S:49]([OH:52])(=[O:51])=[O:50])=[CH:45][CH:44]=1. The catalyst is O1CCCC1. The product is [C:43]1([CH3:53])[CH:44]=[CH:45][C:46]([S:49]([OH:52])(=[O:50])=[O:51])=[CH:47][CH:48]=1.[CH:1]1([C:4]([NH:6][C:7]2[N:8]=[C:9]3[CH:14]=[CH:13][C:12]([O:15][C:16]4[CH:21]=[CH:20][C:19]([NH:22][C:23]([C:25]5[C:26](=[O:39])[N:27]([C:32]6[CH:37]=[CH:36][C:35]([F:38])=[CH:34][CH:33]=6)[C:28]([CH3:31])=[CH:29][CH:30]=5)=[O:24])=[C:18]([F:40])[CH:17]=4)=[CH:11][N:10]3[CH:41]=2)=[O:5])[CH2:3][CH2:2]1. The yield is 0.660. (2) The reactants are C([N:4]1[CH2:13][CH2:12][C:11]2[C:6](=[C:7]([F:15])[CH:8]=[CH:9][C:10]=2[CH3:14])[CH:5]1[C:16]([O:18]CC)=[O:17])(=O)C.[ClH:21]. No catalyst specified. The product is [ClH:21].[CH3:14][C:10]1[CH:9]=[CH:8][C:7]([F:15])=[C:6]2[C:11]=1[CH2:12][CH2:13][NH:4][CH:5]2[C:16]([OH:18])=[O:17]. The yield is 0.810. (3) The reactants are [OH:1][C@H:2]1[CH2:6][N:5]([C:7]([C:9]2[CH:10]=[C:11]([CH:23]=[CH:24][CH:25]=2)[O:12][CH2:13][CH2:14][CH2:15][C:16]([O:18]C(C)(C)C)=[O:17])=[O:8])[C@H:4]([C:26](=[O:41])[NH:27][CH2:28][C:29]2[CH:34]=[CH:33][C:32]([C:35]3[S:39][CH:38]=[N:37][C:36]=3[CH3:40])=[CH:31][CH:30]=2)[CH2:3]1.C(O)(C(F)(F)F)=O. The catalyst is ClCCl. The product is [OH:1][C@H:2]1[CH2:6][N:5]([C:7]([C:9]2[CH:10]=[C:11]([CH:23]=[CH:24][CH:25]=2)[O:12][CH2:13][CH2:14][CH2:15][C:16]([OH:18])=[O:17])=[O:8])[C@H:4]([C:26](=[O:41])[NH:27][CH2:28][C:29]2[CH:30]=[CH:31][C:32]([C:35]3[S:39][CH:38]=[N:37][C:36]=3[CH3:40])=[CH:33][CH:34]=2)[CH2:3]1. The yield is 0.550.